This data is from NCI-60 drug combinations with 297,098 pairs across 59 cell lines. The task is: Regression. Given two drug SMILES strings and cell line genomic features, predict the synergy score measuring deviation from expected non-interaction effect. Drug 1: COC1=C(C=C2C(=C1)N=CN=C2NC3=CC(=C(C=C3)F)Cl)OCCCN4CCOCC4. Drug 2: C1=NNC2=C1C(=O)NC=N2. Cell line: MOLT-4. Synergy scores: CSS=33.0, Synergy_ZIP=-2.66, Synergy_Bliss=5.10, Synergy_Loewe=4.37, Synergy_HSA=6.68.